From a dataset of Reaction yield outcomes from USPTO patents with 853,638 reactions. Predict the reaction yield, written as a fraction of the theoretical maximum amount of product (1.0 means a 100% yield; for example, 0.34 means a 34% yield). (1) The reactants are CS(O/[N:6]=[C:7]1\[CH2:8][C:9]2([CH2:18][CH2:17]2)[C:10]2[C:15]\1=[CH:14][CH:13]=[C:12]([Br:16])[CH:11]=2)(=O)=O.B(F)(F)F.C[OH:24]. The catalyst is C(Cl)Cl.Cl[Ti](Cl)(Cl)Cl. The product is [Br:16][C:12]1[CH:11]=[C:10]2[C:15](=[CH:14][CH:13]=1)[C:7](=[O:24])[NH:6][CH2:8][C:9]12[CH2:18][CH2:17]1. The yield is 0.460. (2) The reactants are C(OC(=O)[NH:7][C:8]1([C:12]2[CH:17]=[CH:16][C:15]([C:18]3[C:27]([C:28]4[CH:33]=[CH:32][CH:31]=[CH:30][CH:29]=4)=[CH:26][C:25]4[C:24]5=[N:34][NH:35][C:36](=[O:37])[C:23]5([CH3:38])[CH2:22][CH2:21][C:20]=4[N:19]=3)=[CH:14][CH:13]=2)[CH2:11][CH2:10][CH2:9]1)(C)(C)C. The catalyst is C(O)(C(F)(F)F)=O. The product is [NH2:7][C:8]1([C:12]2[CH:13]=[CH:14][C:15]([C:18]3[C:27]([C:28]4[CH:29]=[CH:30][CH:31]=[CH:32][CH:33]=4)=[CH:26][C:25]4[C:24]5=[N:34][NH:35][C:36](=[O:37])[C:23]5([CH3:38])[CH2:22][CH2:21][C:20]=4[N:19]=3)=[CH:16][CH:17]=2)[CH2:11][CH2:10][CH2:9]1. The yield is 0.600. (3) The reactants are N1C(C)=CC=C[C:2]=1[CH3:8].FC(F)(F)S([O:14][Si:15]([CH2:20][CH3:21])([CH2:18][CH3:19])[CH2:16][CH3:17])(=O)=O. The catalyst is ClCCl. The product is [CH2:16]([Si:15]([O:14][Si:15]([CH2:2][CH3:8])([CH2:18][CH3:19])[CH2:16][CH3:17])([CH2:20][CH3:21])[CH2:18][CH3:19])[CH3:17]. The yield is 0.930. (4) The reactants are [NH2:1][C:2]1[CH:25]=[CH:24][C:5]([O:6][C:7]2[C:16]3[C:11](=[CH:12][C:13]([O:19][CH2:20][CH2:21][O:22][CH3:23])=[C:14]([C:17]#[N:18])[CH:15]=3)[N:10]=[CH:9][CH:8]=2)=[CH:4][C:3]=1[F:26].[F:27][C:28]1[CH:33]=[CH:32][CH:31]=[CH:30][C:29]=1[N:34]=[C:35]=[O:36]. The catalyst is C1(C)C=CC=CC=1. The product is [C:17]([C:14]1[CH:15]=[C:16]2[C:11](=[CH:12][C:13]=1[O:19][CH2:20][CH2:21][O:22][CH3:23])[N:10]=[CH:9][CH:8]=[C:7]2[O:6][C:5]1[CH:24]=[CH:25][C:2]([NH:1][C:35]([NH:34][C:29]2[CH:30]=[CH:31][CH:32]=[CH:33][C:28]=2[F:27])=[O:36])=[C:3]([F:26])[CH:4]=1)#[N:18]. The yield is 0.720. (5) The reactants are Cl[C:2]1[N:10]=[C:9]([Cl:11])[C:8]([CH:12]2[CH2:14][CH2:13]2)=[CH:7][C:3]=1[C:4]([NH2:6])=[O:5].[OH:15][CH2:16][CH2:17][CH2:18][C:19](=[O:21])[CH3:20].[H-].[Na+]. The catalyst is CN(C=O)C. The product is [Cl:11][C:9]1[C:8]([CH:12]2[CH2:14][CH2:13]2)=[CH:7][C:3]([C:4]([NH2:6])=[O:5])=[C:2]([O:15][CH2:16][CH2:17][CH2:18][C:19](=[O:21])[CH3:20])[N:10]=1. The yield is 0.194. (6) The reactants are [F:1][C:2]([F:14])([F:13])[C:3]([C:6]1O[CH:8]=[CH:9][C:10](=[O:12])[CH:11]=1)([CH3:5])[CH3:4].[NH4+:15].[OH-]. No catalyst specified. The product is [F:1][C:2]([F:14])([F:13])[C:3]([C:6]1[NH:15][CH:8]=[CH:9][C:10](=[O:12])[CH:11]=1)([CH3:5])[CH3:4]. The yield is 0.747.